This data is from Reaction yield outcomes from USPTO patents with 853,638 reactions. The task is: Predict the reaction yield, written as a fraction of the theoretical maximum amount of product (1.0 means a 100% yield; for example, 0.34 means a 34% yield). (1) The reactants are [CH3:1][C:2]([CH3:12])=[CH:3][CH2:4][C:5]1[CH:10]=[CH:9][C:8]([OH:11])=[CH:7][CH:6]=1.O.CS(O)(=O)=O. The catalyst is [Rh].C(O)(C)C. The product is [CH2:4]([C@@H:5]1[CH2:6][CH2:7][C@H:8]([OH:11])[CH2:9][CH2:10]1)[CH2:3][CH:2]([CH3:12])[CH3:1].[CH2:4]([C@H:5]1[CH2:6][CH2:7][C@H:8]([OH:11])[CH2:9][CH2:10]1)[CH2:3][CH:2]([CH3:12])[CH3:1]. The yield is 0.676. (2) The reactants are [N+:1]([C:4]1[N:5]=[CH:6][N:7]([CH2:9][C:10]([O:12][CH2:13][CH3:14])=[O:11])[CH:8]=1)([O-])=O. The catalyst is CO.[Pd]. The product is [NH2:1][C:4]1[N:5]=[CH:6][N:7]([CH2:9][C:10]([O:12][CH2:13][CH3:14])=[O:11])[CH:8]=1. The yield is 0.710. (3) The reactants are [CH3:1][C:2]1[CH:3]=[CH:4][C:5]([N+:11]([O-])=O)=[C:6]([CH:10]=1)[C:7]([OH:9])=[O:8]. The catalyst is C(O)C.[Pd]. The product is [NH2:11][C:5]1[CH:4]=[CH:3][C:2]([CH3:1])=[CH:10][C:6]=1[C:7]([OH:9])=[O:8]. The yield is 0.960. (4) The reactants are Br[C:2]1[CH:10]=[CH:9][C:5]([C:6]([OH:8])=[O:7])=[CH:4][C:3]=1[CH3:11].C([Li])CCC.[CH3:17][C:18]([CH3:20])=[O:19].Cl. The catalyst is O1CCCC1.[OH-].[Na+]. The product is [OH:19][C:18]([C:2]1[CH:10]=[CH:9][C:5]([C:6]([OH:8])=[O:7])=[CH:4][C:3]=1[CH3:11])([CH3:20])[CH3:17]. The yield is 0.420. (5) The reactants are [CH2:1]([O:8][C:9]([N:11]1[CH2:15][CH2:14][C@H:13]([O:16][CH2:17][CH2:18][O:19][CH2:20][C:21](OC)=[O:22])[CH2:12]1)=[O:10])[C:2]1[CH:7]=[CH:6][CH:5]=[CH:4][CH:3]=1.[H-].[Al+3].[Li+].[H-].[H-].[H-]. The catalyst is O1CCCC1. The product is [CH2:1]([O:8][C:9]([N:11]1[CH2:15][CH2:14][C@H:13]([O:16][CH2:17][CH2:18][O:19][CH2:20][CH2:21][OH:22])[CH2:12]1)=[O:10])[C:2]1[CH:7]=[CH:6][CH:5]=[CH:4][CH:3]=1. The yield is 0.889. (6) The product is [CH2:63]([N:52]([CH2:50][CH3:51])[C@H:53]([C:57]1[CH:62]=[CH:61][CH:60]=[CH:59][CH:58]=1)[C:54]([N:31]1[CH2:32][CH2:33][CH2:34][C@H:30]1[C:28]([NH:27][C:24]1[CH:25]=[CH:26][C:21]([CH2:20][N:19]([CH2:18][C:15]2[CH:14]=[CH:13][C:12]([NH:11][C:10]([C@@H:6]3[CH2:7][CH2:8][CH2:9][N:5]3[C:4](=[O:42])[C@@H:3]([NH:43][C:44](=[O:47])[O:45][CH3:46])[C:2]([CH3:49])([CH3:48])[CH3:1])=[O:41])=[CH:17][CH:16]=2)[C:35]2[CH:36]=[CH:37][CH:38]=[CH:39][CH:40]=2)=[CH:22][CH:23]=1)=[O:29])=[O:55])[CH3:64]. The reactants are [CH3:1][C:2]([CH3:49])([CH3:48])[C@H:3]([NH:43][C:44](=[O:47])[O:45][CH3:46])[C:4](=[O:42])[N:5]1[CH2:9][CH2:8][CH2:7][C@H:6]1[C:10](=[O:41])[NH:11][C:12]1[CH:17]=[CH:16][C:15]([CH2:18][N:19]([C:35]2[CH:40]=[CH:39][CH:38]=[CH:37][CH:36]=2)[CH2:20][C:21]2[CH:26]=[CH:25][C:24]([NH:27][C:28]([C@@H:30]3[CH2:34][CH2:33][CH2:32][NH:31]3)=[O:29])=[CH:23][CH:22]=2)=[CH:14][CH:13]=1.[CH2:50]([N:52]([CH2:63][CH3:64])[C@H:53]([C:57]1[CH:62]=[CH:61][CH:60]=[CH:59][CH:58]=1)[C:54](O)=[O:55])[CH3:51].CN(C(ON1N=NC2C=CC=NC1=2)=[N+](C)C)C.F[P-](F)(F)(F)(F)F.CCN(C(C)C)C(C)C. The yield is 0.572. The catalyst is CS(C)=O.O.